This data is from NCI-60 drug combinations with 297,098 pairs across 59 cell lines. The task is: Regression. Given two drug SMILES strings and cell line genomic features, predict the synergy score measuring deviation from expected non-interaction effect. (1) Drug 1: C1=NC2=C(N1)C(=S)N=CN2. Drug 2: C1=NC2=C(N=C(N=C2N1C3C(C(C(O3)CO)O)F)Cl)N. Cell line: SR. Synergy scores: CSS=2.98, Synergy_ZIP=-5.72, Synergy_Bliss=-8.88, Synergy_Loewe=-11.6, Synergy_HSA=-11.6. (2) Drug 1: C1=NC2=C(N1)C(=S)N=CN2. Drug 2: CC12CCC3C(C1CCC2OP(=O)(O)O)CCC4=C3C=CC(=C4)OC(=O)N(CCCl)CCCl.[Na+]. Cell line: SF-539. Synergy scores: CSS=18.3, Synergy_ZIP=-6.63, Synergy_Bliss=-4.52, Synergy_Loewe=-31.7, Synergy_HSA=-5.64. (3) Synergy scores: CSS=39.7, Synergy_ZIP=1.87, Synergy_Bliss=1.57, Synergy_Loewe=-23.7, Synergy_HSA=2.10. Drug 2: CC1C(C(CC(O1)OC2CC(CC3=C2C(=C4C(=C3O)C(=O)C5=CC=CC=C5C4=O)O)(C(=O)C)O)N)O. Drug 1: COC1=C(C=C2C(=C1)N=CN=C2NC3=CC(=C(C=C3)F)Cl)OCCCN4CCOCC4. Cell line: HCT116. (4) Drug 1: C1=NC(=NC(=O)N1C2C(C(C(O2)CO)O)O)N. Drug 2: N.N.Cl[Pt+2]Cl. Cell line: OVCAR-4. Synergy scores: CSS=58.2, Synergy_ZIP=-2.92, Synergy_Bliss=-0.190, Synergy_Loewe=-1.93, Synergy_HSA=2.13. (5) Drug 2: CCC1(CC2CC(C3=C(CCN(C2)C1)C4=CC=CC=C4N3)(C5=C(C=C6C(=C5)C78CCN9C7C(C=CC9)(C(C(C8N6C)(C(=O)OC)O)OC(=O)C)CC)OC)C(=O)OC)O.OS(=O)(=O)O. Synergy scores: CSS=14.0, Synergy_ZIP=-0.761, Synergy_Bliss=0.673, Synergy_Loewe=-0.493, Synergy_HSA=-0.528. Drug 1: CC1=C(C(CCC1)(C)C)C=CC(=CC=CC(=CC(=O)O)C)C. Cell line: EKVX. (6) Drug 1: CC(C1=C(C=CC(=C1Cl)F)Cl)OC2=C(N=CC(=C2)C3=CN(N=C3)C4CCNCC4)N. Drug 2: CC1CCC2CC(C(=CC=CC=CC(CC(C(=O)C(C(C(=CC(C(=O)CC(OC(=O)C3CCCCN3C(=O)C(=O)C1(O2)O)C(C)CC4CCC(C(C4)OC)OCCO)C)C)O)OC)C)C)C)OC. Cell line: PC-3. Synergy scores: CSS=32.6, Synergy_ZIP=-4.85, Synergy_Bliss=1.26, Synergy_Loewe=-13.4, Synergy_HSA=3.89. (7) Synergy scores: CSS=5.35, Synergy_ZIP=-5.06, Synergy_Bliss=-8.16, Synergy_Loewe=-31.6, Synergy_HSA=-5.14. Drug 2: C1CCC(C(C1)N)N.C(=O)(C(=O)[O-])[O-].[Pt+4]. Drug 1: C1CC(=O)NC(=O)C1N2CC3=C(C2=O)C=CC=C3N. Cell line: NCIH23.